Predict the product of the given reaction. From a dataset of Forward reaction prediction with 1.9M reactions from USPTO patents (1976-2016). (1) Given the reactants [Cl:1][C:2]1[CH:28]=[CH:27][C:5]([CH2:6][N:7]2[C:15]3[C:10](=[CH:11][CH:12]=[CH:13][CH:14]=3)[CH:9]=[C:8]2[C:16]([N:18]2[CH2:23][CH2:22][CH:21]([C:24](O)=[O:25])[CH2:20][CH2:19]2)=[O:17])=[CH:4][CH:3]=1.CCN(C(C)C)C(C)C.C(Cl)CCl.C1C=CC2N(O)N=NC=2C=1.[CH2:52]1[C:60]2[C:55](=[CH:56][CH:57]=[CH:58][CH:59]=2)[CH2:54][CH:53]1[CH2:61][NH2:62], predict the reaction product. The product is: [Cl:1][C:2]1[CH:28]=[CH:27][C:5]([CH2:6][N:7]2[C:15]3[C:10](=[CH:11][CH:12]=[CH:13][CH:14]=3)[CH:9]=[C:8]2[C:16]([N:18]2[CH2:19][CH2:20][CH:21]([C:24]([NH:62][CH2:61][CH:53]3[CH2:54][C:55]4[C:60](=[CH:59][CH:58]=[CH:57][CH:56]=4)[CH2:52]3)=[O:25])[CH2:22][CH2:23]2)=[O:17])=[CH:4][CH:3]=1. (2) The product is: [CH3:12][O:11][C:7]1[C:3]2[C:4](=[O:6])[O:5][C:15](=[O:16])[NH:1][C:2]=2[CH:10]=[CH:9][CH:8]=1. Given the reactants [NH2:1][C:2]1[CH:10]=[CH:9][CH:8]=[C:7]([O:11][CH3:12])[C:3]=1[C:4]([OH:6])=[O:5].[OH-].[Na+].[C:15](Cl)(Cl)=[O:16], predict the reaction product. (3) Given the reactants [Br:1][C:2]1[CH:3]=[C:4]2[C:9](=[CH:10][CH:11]=1)[N:8]([C:12](=[O:14])[CH3:13])[C@@H:7]([CH3:15])[CH2:6][NH:5]2.C(N(CC)C(C)C)(C)C.[O:25]1[CH:29]=[CH:28][CH:27]=[C:26]1[C:30](Cl)=[O:31], predict the reaction product. The product is: [Br:1][C:2]1[CH:3]=[C:4]2[C:9](=[CH:10][CH:11]=1)[N:8]([C:12](=[O:14])[CH3:13])[C@@H:7]([CH3:15])[CH2:6][N:5]2[C:30]([C:26]1[O:25][CH:29]=[CH:28][CH:27]=1)=[O:31]. (4) Given the reactants [I:1]N1C(=O)CCC1=O.[OH:9][C:10]1[CH:11]=[C:12]([CH:16]=[C:17]([OH:19])[CH:18]=1)[C:13]([OH:15])=[O:14].O.[O-]S([O-])=O.[Na+].[Na+], predict the reaction product. The product is: [OH:9][C:10]1[CH:11]=[C:12]([CH:16]=[C:17]([OH:19])[C:18]=1[I:1])[C:13]([OH:15])=[O:14]. (5) Given the reactants [H-].[Na+].[Cl:3][C:4]1[N:14]=[C:13]2[C:7]([N:8]([CH3:16])[C:9](=[O:15])[CH2:10][CH2:11][NH:12]2)=[CH:6][N:5]=1.[CH2:17](Br)[C:18]1[CH:23]=[CH:22][CH:21]=[CH:20][CH:19]=1.[Cl-].[NH4+], predict the reaction product. The product is: [CH2:17]([N:12]1[CH2:11][CH2:10][C:9](=[O:15])[N:8]([CH3:16])[C:7]2[C:13]1=[N:14][C:4]([Cl:3])=[N:5][CH:6]=2)[C:18]1[CH:23]=[CH:22][CH:21]=[CH:20][CH:19]=1.